This data is from Forward reaction prediction with 1.9M reactions from USPTO patents (1976-2016). The task is: Predict the product of the given reaction. (1) Given the reactants [CH3:1][O:2][C:3]1[C:8]2[N:9]=[CH:10][S:11][C:7]=2[CH:6]=[CH:5][CH:4]=1.[Li]CCCC.[C:17]([O:21][C:22](=[O:32])[NH:23][CH:24]1[CH2:29][CH2:28][CH:27]([CH:30]=[O:31])[CH2:26][CH2:25]1)([CH3:20])([CH3:19])[CH3:18], predict the reaction product. The product is: [C:17]([O:21][C:22](=[O:32])[NH:23][C@H:24]1[CH2:25][CH2:26][C@H:27]([CH:30]([OH:31])[C:10]2[S:11][C:7]3[CH:6]=[CH:5][CH:4]=[C:3]([O:2][CH3:1])[C:8]=3[N:9]=2)[CH2:28][CH2:29]1)([CH3:20])([CH3:18])[CH3:19]. (2) Given the reactants O[C@@H:2]1[CH2:7][CH2:6][C@H:5]([O:8][CH2:9][C@@H:10]([NH:12][C:13](=[O:19])[O:14][C:15]([CH3:18])([CH3:17])[CH3:16])[CH3:11])[CH2:4][CH2:3]1.C1(P(C2C=CC=CC=2)C2C=CC=CC=2)C=CC=CC=1.C1(P([N:53]=[N+:54]=[N-:55])(C2C=CC=CC=2)=O)C=CC=CC=1.N(C(OC(C)C)=O)=NC(OC(C)C)=O, predict the reaction product. The product is: [N:53]([C@H:2]1[CH2:7][CH2:6][C@H:5]([O:8][CH2:9][C@@H:10]([NH:12][C:13](=[O:19])[O:14][C:15]([CH3:18])([CH3:17])[CH3:16])[CH3:11])[CH2:4][CH2:3]1)=[N+:54]=[N-:55]. (3) Given the reactants [NH2:1][CH2:2][C:3]1[CH:8]=[CH:7][CH:6]=[CH:5][C:4]=1[NH2:9].Br[CH2:11][C:12]([O:14][CH2:15]C)=[O:13].O, predict the reaction product. The product is: [CH3:15][O:14][C:12](=[O:13])[CH2:11][NH:1][CH2:2][C:3]1[CH:8]=[CH:7][CH:6]=[CH:5][C:4]=1[NH2:9]. (4) Given the reactants [NH:1]1[C:9]2[C:4](=[CH:5][CH:6]=[CH:7][CH:8]=2)[C:3]([C:10]([CH3:14])([CH3:13])[CH2:11][NH2:12])=[CH:2]1.C(N(CC)CC)C.[C:22]([C:26]1[CH:31]=[CH:30][C:29]([S:32](Cl)(=[O:34])=[O:33])=[CH:28][CH:27]=1)([CH3:25])([CH3:24])[CH3:23], predict the reaction product. The product is: [C:22]([C:26]1[CH:31]=[CH:30][C:29]([S:32]([NH:12][CH2:11][C:10]([C:3]2[C:4]3[C:9](=[CH:8][CH:7]=[CH:6][CH:5]=3)[NH:1][CH:2]=2)([CH3:14])[CH3:13])(=[O:34])=[O:33])=[CH:28][CH:27]=1)([CH3:25])([CH3:23])[CH3:24]. (5) Given the reactants [Cl:1][C:2]1[C:7]([C:8]2[CH:13]=[CH:12][CH:11]=[CH:10][CH:9]=2)=[N:6][N:5]=[C:4]2[NH:14][N:15]=[C:16]([CH3:17])[C:3]=12.O[CH2:19][C:20]([N:22]1[CH2:26][CH2:25][CH2:24][CH2:23]1)=[O:21], predict the reaction product. The product is: [Cl:1][C:2]1[C:7]([C:8]2[CH:13]=[CH:12][CH:11]=[CH:10][CH:9]=2)=[N:6][N:5]=[C:4]2[N:14]([CH2:19][C:20]([N:22]3[CH2:26][CH2:25][CH2:24][CH2:23]3)=[O:21])[N:15]=[C:16]([CH3:17])[C:3]=12. (6) Given the reactants C(N(C(C)C)CC)(C)C.[Cl:10][C:11]1[CH:12]=[CH:13][C:14]2[N:19]=[C:18]([C:20]3[C:29]4[C:24](=[CH:25][CH:26]=[CH:27][CH:28]=4)[CH:23]=[CH:22][CH:21]=3)[O:17][C:16](=[O:30])[C:15]=2[CH:31]=1.[NH:32]1[CH2:37][CH2:36][CH2:35][CH:34]([CH2:38][OH:39])[CH2:33]1, predict the reaction product. The product is: [Cl:10][C:11]1[CH:12]=[CH:13][C:14]([NH:19][C:18]([C:20]2[C:29]3[C:24](=[CH:25][CH:26]=[CH:27][CH:28]=3)[CH:23]=[CH:22][CH:21]=2)=[O:17])=[C:15]([C:16]([N:32]2[CH2:37][CH2:36][CH2:35][CH:34]([CH2:38][OH:39])[CH2:33]2)=[O:30])[CH:31]=1. (7) Given the reactants [Si:1]([O:8][CH2:9][CH:10]=[O:11])([C:4]([CH3:7])([CH3:6])[CH3:5])([CH3:3])[CH3:2].[Cl:12][C:13]1[CH:18]=[CH:17][C:16]([Mg]Br)=[CH:15][C:14]=1[F:21], predict the reaction product. The product is: [Si:1]([O:8][CH2:9][CH:10]([C:16]1[CH:17]=[CH:18][C:13]([Cl:12])=[C:14]([F:21])[CH:15]=1)[OH:11])([C:4]([CH3:7])([CH3:6])[CH3:5])([CH3:3])[CH3:2]. (8) Given the reactants [CH3:1][O:2][C:3]1[CH:4]=[C:5]([C:9]2[CH:10]=[C:11]([CH:30]=[CH:31][CH:32]=2)[CH2:12][O:13][C:14]2[CH:19]=[CH:18][C:17]([C:20]3([CH2:24][C:25]([O:27]CC)=[O:26])[CH2:23][O:22][CH2:21]3)=[CH:16][CH:15]=2)[CH:6]=[N:7][CH:8]=1, predict the reaction product. The product is: [CH3:1][O:2][C:3]1[CH:4]=[C:5]([C:9]2[CH:10]=[C:11]([CH:30]=[CH:31][CH:32]=2)[CH2:12][O:13][C:14]2[CH:15]=[CH:16][C:17]([C:20]3([CH2:24][C:25]([OH:27])=[O:26])[CH2:21][O:22][CH2:23]3)=[CH:18][CH:19]=2)[CH:6]=[N:7][CH:8]=1.